Dataset: Forward reaction prediction with 1.9M reactions from USPTO patents (1976-2016). Task: Predict the product of the given reaction. (1) Given the reactants [CH3:1][C:2]1[N:7]=[C:6](Cl)[C:5]([CH2:9][CH3:10])=[C:4]([Cl:11])[N:3]=1.C(N(CC)CC)C.[CH2:19]([NH:23][CH2:24][CH3:25])[CH2:20][CH2:21][CH3:22], predict the reaction product. The product is: [CH2:19]([N:23]([C:6]1[C:5]([CH2:9][CH3:10])=[C:4]([Cl:11])[N:3]=[C:2]([CH3:1])[N:7]=1)[CH2:24][CH3:25])[CH2:20][CH2:21][CH3:22]. (2) The product is: [Br:1][C:2]1[CH:7]=[C:6]([S:8]([CH2:11][CH3:12])(=[O:10])=[O:9])[CH:5]=[CH:4][C:3]=1[NH:22][C@@H:20]([C:14]1[CH:19]=[CH:18][CH:17]=[CH:16][CH:15]=1)[CH3:21]. Given the reactants [Br:1][C:2]1[CH:7]=[C:6]([S:8]([CH2:11][CH3:12])(=[O:10])=[O:9])[CH:5]=[CH:4][C:3]=1F.[C:14]1([C@H:20]([NH2:22])[CH3:21])[CH:19]=[CH:18][CH:17]=[CH:16][CH:15]=1.C(N(C(C)C)C(C)C)C, predict the reaction product. (3) Given the reactants [CH2:1]([O:4][C:5]1[CH:12]=[CH:11][C:8]([C:9]#N)=[C:7]([F:13])[CH:6]=1)[CH:2]=[CH2:3].[H-].C([Al+]CC(C)C)C(C)C.C1C[O:27]CC1, predict the reaction product. The product is: [CH2:1]([O:4][C:5]1[CH:12]=[CH:11][C:8]([CH:9]=[O:27])=[C:7]([F:13])[CH:6]=1)[CH:2]=[CH2:3].